From a dataset of Full USPTO retrosynthesis dataset with 1.9M reactions from patents (1976-2016). Predict the reactants needed to synthesize the given product. (1) Given the product [Cl:1][C:2]1[N:11]=[C:10]([N:18]2[CH2:19][CH2:20][C@H:16]([NH:15][CH3:14])[CH2:17]2)[C:9]2[C:4](=[CH:5][C:6]([Cl:13])=[CH:7][CH:8]=2)[N:3]=1, predict the reactants needed to synthesize it. The reactants are: [Cl:1][C:2]1[N:11]=[C:10](Cl)[C:9]2[C:4](=[CH:5][C:6]([Cl:13])=[CH:7][CH:8]=2)[N:3]=1.[CH3:14][NH:15][C@H:16]1[CH2:20][CH2:19][NH:18][CH2:17]1. (2) The reactants are: [OH-].[Na+].[NH2:3][C:4]1[S:5][C:6]2[CH:17]=[CH:16][CH:15]=[CH:14][C:7]=2[C:8]=1[C:9]([O:11]CC)=[O:10].Cl. Given the product [NH2:3][C:4]1[S:5][C:6]2[CH:17]=[CH:16][CH:15]=[CH:14][C:7]=2[C:8]=1[C:9]([OH:11])=[O:10], predict the reactants needed to synthesize it. (3) Given the product [CH2:4]([N:3]([CH2:6][C:7]1[S:11][C:10]([C:12]2[O:14][N:33]=[C:32]([C:28]3[CH:29]=[C:30]([CH3:31])[C:25]([O:24][CH2:23][C@@H:22]([OH:38])[CH2:21][NH:20][C:18](=[O:19])[CH2:17][OH:16])=[C:26]([O:36][CH3:37])[CH:27]=3)[N:35]=2)=[CH:9][C:8]=1[CH3:15])[CH2:1][CH3:2])[CH3:5], predict the reactants needed to synthesize it. The reactants are: [CH2:1]([N:3]([CH2:6][C:7]1[S:11][C:10]([C:12]([OH:14])=O)=[CH:9][C:8]=1[CH3:15])[CH2:4][CH3:5])[CH3:2].[OH:16][CH2:17][C:18]([NH:20][CH2:21][C@H:22]([OH:38])[CH2:23][O:24][C:25]1[C:30]([CH3:31])=[CH:29][C:28]([C:32](=[NH:35])[NH:33]O)=[CH:27][C:26]=1[O:36][CH3:37])=[O:19]. (4) The reactants are: [CH:1]1([CH:7]([NH:12][C:13]([O:15][C:16]([CH3:19])([CH3:18])[CH3:17])=[O:14])[CH2:8][C:9]([OH:11])=O)[CH2:6][CH2:5][CH2:4][CH2:3][CH2:2]1.CN([C:23]([O:27][N:28]1N=NC2C=CC=C[C:29]1=2)=[N+](C)C)C.F[P-](F)(F)(F)(F)F.C(N(CC)CC)C.Cl.CNOC. Given the product [CH3:29][N:28]([O:27][CH3:23])[C:9](=[O:11])[CH2:8][CH:7]([CH:1]1[CH2:2][CH2:3][CH2:4][CH2:5][CH2:6]1)[NH:12][C:13]([O:15][C:16]([CH3:19])([CH3:18])[CH3:17])=[O:14], predict the reactants needed to synthesize it. (5) Given the product [C:1]([O:5][C:6]([N:8]1[CH2:13][CH2:12][N:11]([C:14]2[N:22]([C:23]3[CH:28]=[CH:27][CH:26]=[CH:25][C:24]=3[CH:29]=[CH2:30])[C:21]3[C:20](=[O:31])[NH:19][C:18](=[O:40])[N:17]([CH3:41])[C:16]=3[N:15]=2)[CH2:10][CH2:9]1)=[O:7])([CH3:4])([CH3:3])[CH3:2], predict the reactants needed to synthesize it. The reactants are: [C:1]([O:5][C:6]([N:8]1[CH2:13][CH2:12][N:11]([C:14]2[N:22]([C:23]3[CH:28]=[CH:27][CH:26]=[CH:25][C:24]=3[CH:29]=[CH2:30])[C:21]3[C:20](=[O:31])[N:19](COC(=O)C(C)(C)C)[C:18](=[O:40])[N:17]([CH3:41])[C:16]=3[N:15]=2)[CH2:10][CH2:9]1)=[O:7])([CH3:4])([CH3:3])[CH3:2].[H-].[Na+].Cl. (6) Given the product [CH3:11][C:5]1[CH:6]=[C:7]([O:10][CH2:52][CH2:51][C:46]2[CH:47]=[CH:48][CH:49]=[CH:50][N:45]=2)[CH:8]=[CH:9][C:4]=1[N+:1]([O-:3])=[O:2], predict the reactants needed to synthesize it. The reactants are: [N+:1]([C:4]1[C:5]([CH3:11])=[CH:6][C:7]([OH:10])=[CH:8][CH:9]=1)([O-:3])=[O:2].C1(P(C2C=CC=CC=2)C2C=CC=CC=2)C=CC=CC=1.N(C(OC(C)C)=O)=NC(OC(C)C)=O.[N:45]1[CH:50]=[CH:49][CH:48]=[CH:47][C:46]=1[CH2:51][CH2:52]O. (7) Given the product [CH:35]1([NH:41][C:19](=[O:21])[C@H:15]([CH:16]([CH3:17])[CH3:18])[NH:14][C:1](=[O:13])[CH2:2][CH2:3][CH2:4][CH2:5][CH2:6][CH2:7][CH2:8][CH2:9][CH2:10][CH2:11][CH3:12])[CH2:40][CH2:39][CH2:38][CH2:37][CH2:36]1, predict the reactants needed to synthesize it. The reactants are: [C:1]([NH:14][C@H:15]([C:19]([OH:21])=O)[CH:16]([CH3:18])[CH3:17])(=[O:13])[CH2:2][CH2:3][CH2:4][CH2:5][CH2:6][CH2:7][CH2:8][CH2:9][CH2:10][CH2:11][CH3:12].O.ON1C(=O)CCC1=O.C(Cl)(Cl)Cl.[CH:35]1([NH2:41])[CH2:40][CH2:39][CH2:38][CH2:37][CH2:36]1.